Dataset: Forward reaction prediction with 1.9M reactions from USPTO patents (1976-2016). Task: Predict the product of the given reaction. (1) Given the reactants [N:1]1[N:2]=[C:3]([CH2:6][C:7]([O:9]CC)=O)[NH:4][CH:5]=1.[CH2:12]([C@@H:19]1[NH:24][CH2:23][CH2:22][N:21]([C:25]2[CH:33]=[C:32]3[C:28]([C:29]([CH2:37][CH3:38])=[N:30][N:31]3[CH:34]([CH3:36])[CH3:35])=[CH:27][CH:26]=2)[CH2:20]1)[C:13]1[CH:18]=[CH:17][CH:16]=[CH:15][CH:14]=1, predict the reaction product. The product is: [CH2:12]([C@H:19]1[CH2:20][N:21]([C:25]2[CH:33]=[C:32]3[C:28]([C:29]([CH2:37][CH3:38])=[N:30][N:31]3[CH:34]([CH3:35])[CH3:36])=[CH:27][CH:26]=2)[CH2:22][CH2:23][N:24]1[C:7](=[O:9])[CH2:6][C:3]1[NH:4][CH:5]=[N:1][N:2]=1)[C:13]1[CH:14]=[CH:15][CH:16]=[CH:17][CH:18]=1. (2) Given the reactants [F:1][C:2]1[C:3]([F:18])=[C:4]([F:17])[C:5]([F:16])=[C:6]2[C:11]=1[C:10]([F:12])=[C:9](F)[C:8]([F:14])=[C:7]2[F:15].[OH-].[K+].C([OH:25])(C)(C)C, predict the reaction product. The product is: [F:1][C:2]1[C:3]([F:18])=[C:4]([F:17])[C:5]([F:16])=[C:6]2[C:11]=1[C:10]([F:12])=[C:9]([OH:25])[C:8]([F:14])=[C:7]2[F:15].